This data is from Tyrosyl-DNA phosphodiesterase HTS with 341,365 compounds. The task is: Binary Classification. Given a drug SMILES string, predict its activity (active/inactive) in a high-throughput screening assay against a specified biological target. (1) The molecule is Clc1ccc(Oc2c(/C=C3\C(=O)N(C(=O)N(C3=O)C)C)cccc2)cc1. The result is 1 (active). (2) The compound is Fc1cc2c(=O)c3C4(N(CCCOC(C)C)C(=O)c3oc2cc1)c1c(N(C4=O)CCC)cccc1. The result is 0 (inactive). (3) The drug is O(c1cc(c(cc1)C)C)Cc1onc(C(=O)N(Cc2onc(c2)C)C)c1. The result is 0 (inactive). (4) The molecule is s1c2c(CCC2)c2c1nc([nH]c2=O)CN1CCN(CC1)Cc1cc2OCOc2cc1. The result is 0 (inactive). (5) The compound is S(=O)(=O)(NNC(=O)c1oc2c(c1)cccc2)c1ccc(OC)cc1. The result is 0 (inactive).